From a dataset of Peptide-MHC class II binding affinity with 134,281 pairs from IEDB. Regression. Given a peptide amino acid sequence and an MHC pseudo amino acid sequence, predict their binding affinity value. This is MHC class II binding data. The peptide sequence is AQSLCFLLTQKSKSF. The MHC is DRB1_1101 with pseudo-sequence DRB1_1101. The binding affinity (normalized) is 0.866.